Task: Regression. Given two drug SMILES strings and cell line genomic features, predict the synergy score measuring deviation from expected non-interaction effect.. Dataset: NCI-60 drug combinations with 297,098 pairs across 59 cell lines (1) Drug 1: CC1=C(C=C(C=C1)NC2=NC=CC(=N2)N(C)C3=CC4=NN(C(=C4C=C3)C)C)S(=O)(=O)N.Cl. Drug 2: C1C(C(OC1N2C=NC3=C2NC=NCC3O)CO)O. Cell line: SK-MEL-28. Synergy scores: CSS=1.59, Synergy_ZIP=1.95, Synergy_Bliss=6.28, Synergy_Loewe=3.66, Synergy_HSA=3.36. (2) Drug 1: C1CCC(C1)C(CC#N)N2C=C(C=N2)C3=C4C=CNC4=NC=N3. Drug 2: CN(C)N=NC1=C(NC=N1)C(=O)N. Cell line: ACHN. Synergy scores: CSS=10.8, Synergy_ZIP=-4.43, Synergy_Bliss=0.289, Synergy_Loewe=-2.75, Synergy_HSA=-0.379.